This data is from Forward reaction prediction with 1.9M reactions from USPTO patents (1976-2016). The task is: Predict the product of the given reaction. (1) Given the reactants [OH:1][C@@H:2]1[CH2:7][CH2:6][C@H:5]([NH:8][C:9](=[O:15])[O:10][C:11]([CH3:14])([CH3:13])[CH3:12])[CH2:4][CH2:3]1.CCN(C(C)C)C(C)C.[CH3:25][S:26](Cl)(=[O:28])=[O:27], predict the reaction product. The product is: [CH3:25][S:26]([O:1][C@H:2]1[CH2:7][CH2:6][C@@H:5]([NH:8][C:9]([O:10][C:11]([CH3:12])([CH3:14])[CH3:13])=[O:15])[CH2:4][CH2:3]1)(=[O:28])=[O:27]. (2) The product is: [F:31][C:4]1[CH:3]=[C:2]([NH:1][C:57]([NH:56][C:54](=[O:55])[CH2:53][C:47]2[CH:48]=[CH:49][CH:50]=[CH:51][CH:52]=2)=[S:58])[CH:30]=[CH:29][C:5]=1[O:6][C:7]1[N:12]=[CH:11][N:10]=[C:9]([NH:13][C:14]([N:16]2[CH2:21][CH2:20][N:19]([CH:22]3[CH2:23][CH2:24][N:25]([CH3:28])[CH2:26][CH2:27]3)[CH2:18][CH2:17]2)=[O:15])[CH:8]=1. Given the reactants [NH2:1][C:2]1[CH:30]=[CH:29][C:5]([O:6][C:7]2[N:12]=[CH:11][N:10]=[C:9]([NH:13][C:14]([N:16]3[CH2:21][CH2:20][N:19]([CH:22]4[CH2:27][CH2:26][N:25]([CH3:28])[CH2:24][CH2:23]4)[CH2:18][CH2:17]3)=[O:15])[CH:8]=2)=[C:4]([F:31])[CH:3]=1.[C@]12(CS(O)(=O)=O)C(C)(C)C(CC1)CC2=O.[C:47]1([CH2:53][C:54]([N:56]=[C:57]=[S:58])=[O:55])[CH:52]=[CH:51][CH:50]=[CH:49][CH:48]=1.C(OCC)C, predict the reaction product. (3) Given the reactants [C:1]([O:5][C:6]([N:8]1[CH2:12][CH2:11][C@H:10]([NH:13][C:14]2[C:15]3[CH2:23][NH:22][CH2:21][CH2:20][C:16]=3[N:17]=[CH:18][N:19]=2)[CH2:9]1)=[O:7])([CH3:4])([CH3:3])[CH3:2].Br[C:25]1[CH:26]=[C:27]([C:33]([F:36])([F:35])[F:34])[C:28]([O:31][CH3:32])=[N:29][CH:30]=1.CC(C)([O-])C.[Na+], predict the reaction product. The product is: [C:1]([O:5][C:6]([N:8]1[CH2:12][CH2:11][C@H:10]([NH:13][C:14]2[C:15]3[CH2:23][N:22]([C:25]4[CH:30]=[N:29][C:28]([O:31][CH3:32])=[C:27]([C:33]([F:36])([F:35])[F:34])[CH:26]=4)[CH2:21][CH2:20][C:16]=3[N:17]=[CH:18][N:19]=2)[CH2:9]1)=[O:7])([CH3:4])([CH3:2])[CH3:3]. (4) Given the reactants C(OC(N1CCC2C([S:21][C:22](=[O:26])[N:23]([CH3:25])[CH3:24])=C(C#N)C=CC=2CC1)=O)(C)(C)C.C(=O)([O-])[O-].[K+].[K+].[C:33]([C:35]1[CH:51]=[CH:50][C:38]2[CH2:39][CH2:40][N:41]([C:44](=[O:49])[C:45]([F:48])([F:47])[F:46])[CH2:42][CH2:43][C:37]=2[C:36]=1SC(=O)N(C)C)#[N:34].C(OC(OC(C)(C)C)=O)(OC(C)(C)C)=O, predict the reaction product. The product is: [C:33]([C:35]1[CH:51]=[CH:50][C:38]2[CH2:39][CH2:40][N:41]([C:44](=[O:49])[C:45]([F:47])([F:46])[F:48])[CH2:42][CH2:43][C:37]=2[C:36]=1[O:26][C:22](=[S:21])[N:23]([CH3:25])[CH3:24])#[N:34]. (5) Given the reactants F[C:2](F)(F)S(O)(=O)=O.[CH2:9]([OH:12])[CH2:10][CH3:11].CC[O:15][CH2:16][CH3:17], predict the reaction product. The product is: [CH2:9]([O:12][CH2:2][CH:16]([OH:15])[CH3:17])[CH2:10][CH3:11].[CH2:9]([O:12][CH2:2][CH2:16][CH3:17])[CH2:10][CH3:11].